From a dataset of Forward reaction prediction with 1.9M reactions from USPTO patents (1976-2016). Predict the product of the given reaction. Given the reactants [C:1]([C:5]12[CH2:12][CH:9]([CH2:10][CH2:11]1)[CH2:8][CH:7]([C:13]([O:15]C)=[O:14])[CH2:6]2)([O:3]C)=[O:2].O.[OH-].[Li+], predict the reaction product. The product is: [C:1]([C:5]12[CH2:12][CH:9]([CH2:10][CH2:11]1)[CH2:8][CH:7]([C:13]([OH:15])=[O:14])[CH2:6]2)([OH:3])=[O:2].